Dataset: Choline transporter screen with 302,306 compounds. Task: Binary Classification. Given a drug SMILES string, predict its activity (active/inactive) in a high-throughput screening assay against a specified biological target. (1) The compound is O=C1N(CCCOC)C(=O)c2c1cc(cc2)C(=O)Nc1ccc(OC)cc1. The result is 0 (inactive). (2) The compound is s1c2c([nH]c(nc2=O)COC(=O)c2c(SC)nccc2)cc1. The result is 0 (inactive). (3) The compound is s1c(nc(CC(=O)NCc2ccc(F)cc2)c1)NC(=O)Nc1c(OC)cccc1. The result is 0 (inactive). (4) The molecule is s1c2c(nc1COc1c(OC)cccc1)cccc2. The result is 0 (inactive). (5) The drug is S(CC(=O)c1ccc(F)cc1)c1oc(nn1)COc1c2ncccc2ccc1. The result is 0 (inactive). (6) The compound is FC(F)(F)C1(Oc2c(NC1=O)cc(cc2)C)N1CCOCC1. The result is 0 (inactive).